From a dataset of Catalyst prediction with 721,799 reactions and 888 catalyst types from USPTO. Predict which catalyst facilitates the given reaction. (1) Reactant: [F:1][C:2]1[CH:3]=[C:4]([CH:33]=[CH:34][CH:35]=1)[CH2:5][O:6][C:7]1[CH:12]=[CH:11][C:10]([NH:13][C:14]2[C:23]3[C:18](=[CH:19][CH:20]=[C:21]([C:24]4[N:25]=[C:26]([CH2:29][CH2:30][NH2:31])[S:27][CH:28]=4)[CH:22]=3)[N:17]=[CH:16][N:15]=2)=[CH:9][C:8]=1[Cl:32].[CH3:36][S:37]([CH2:40][C:41](O)=[O:42])(=[O:39])=[O:38].Cl.CN(C)CCCN=C=NCC. Product: [F:1][C:2]1[CH:3]=[C:4]([CH:33]=[CH:34][CH:35]=1)[CH2:5][O:6][C:7]1[CH:12]=[CH:11][C:10]([NH:13][C:14]2[C:23]3[C:18](=[CH:19][CH:20]=[C:21]([C:24]4[N:25]=[C:26]([CH2:29][CH2:30][NH:31][C:41](=[O:42])[CH2:40][S:37]([CH3:36])(=[O:39])=[O:38])[S:27][CH:28]=4)[CH:22]=3)[N:17]=[CH:16][N:15]=2)=[CH:9][C:8]=1[Cl:32]. The catalyst class is: 3. (2) Reactant: O[C:2]1[N:3]=[C:4]2[N:9]=[CH:8][CH:7]=[CH:6][N:5]2[C:10]=1[C:11]([O:13][CH2:14][CH3:15])=[O:12].P(Cl)(Cl)([Cl:18])=O. Product: [Cl:18][C:2]1[N:3]=[C:4]2[N:9]=[CH:8][CH:7]=[CH:6][N:5]2[C:10]=1[C:11]([O:13][CH2:14][CH3:15])=[O:12]. The catalyst class is: 81. (3) Reactant: [CH3:1][C:2]1[CH:3]=[C:4]([NH:9][C:10]([C:12]2[C:13](=[S:18])[NH:14][CH:15]=[CH:16][CH:17]=2)=[O:11])[CH:5]=[C:6]([CH3:8])[CH:7]=1.[C:19]([NH:22][C:23]1[CH:28]=[C:27]([CH2:29]OS(C)(=O)=O)[CH:26]=[CH:25][N:24]=1)(=[O:21])[CH3:20].C(N(CC)CC)C.C(OCC)(=O)C. Product: [C:19]([NH:22][C:23]1[CH:28]=[C:27]([CH2:29][S:18][C:13]2[C:12]([C:10]([NH:9][C:4]3[CH:5]=[C:6]([CH3:8])[CH:7]=[C:2]([CH3:1])[CH:3]=3)=[O:11])=[CH:17][CH:16]=[CH:15][N:14]=2)[CH:26]=[CH:25][N:24]=1)(=[O:21])[CH3:20]. The catalyst class is: 9. (4) Reactant: [CH3:1][C:2]1[NH:3][C:4]2[C:9]([CH:10]=1)=[CH:8][CH:7]=[CH:6][CH:5]=2.[CH3:11][O:12][C:13](=[O:24])[C:14]1[CH:19]=[CH:18][C:17]([CH2:20][CH2:21][CH:22]=O)=[CH:16][CH:15]=1.C(O)(C(F)(F)F)=O.C([SiH](CC)CC)C. Product: [CH3:11][O:12][C:13](=[O:24])[C:14]1[CH:19]=[CH:18][C:17]([CH2:20][CH2:21][CH2:22][C:10]2[C:9]3[C:4](=[CH:5][CH:6]=[CH:7][CH:8]=3)[NH:3][C:2]=2[CH3:1])=[CH:16][CH:15]=1. The catalyst class is: 2. (5) Reactant: [CH2:1]([O:3][C:4](=[O:34])[C@@H:5]([NH:26]C(OC(C)(C)C)=O)[CH2:6][NH:7]C([C@@H]1CCCN(C(OCC2C=CC=CC=2)=O)C1)=O)[CH3:2].[ClH:35]. Product: [ClH:35].[CH2:1]([O:3][C:4](=[O:34])[C@@H:5]([NH2:26])[CH2:6][NH2:7])[CH3:2]. The catalyst class is: 13. (6) Reactant: [NH:1]1[CH:5]=[CH:4][C:3]([CH:6]=O)=[N:2]1.[F:8][C:9]1[CH:34]=[CH:33][CH:32]=[CH:31][C:10]=1[O:11][C:12]1[CH:13]=[C:14]([NH2:30])[C:15]([NH2:29])=[CH:16][C:17]=1[O:18][C:19]1[CH:20]=[N:21][C:22]([S:25]([CH3:28])(=[O:27])=[O:26])=[CH:23][CH:24]=1. Product: [F:8][C:9]1[CH:34]=[CH:33][CH:32]=[CH:31][C:10]=1[O:11][C:12]1[C:17]([O:18][C:19]2[CH:20]=[N:21][C:22]([S:25]([CH3:28])(=[O:26])=[O:27])=[CH:23][CH:24]=2)=[CH:16][C:15]2[NH:29][C:6]([C:3]3[CH:4]=[CH:5][NH:1][N:2]=3)=[N:30][C:14]=2[CH:13]=1. The catalyst class is: 9. (7) Reactant: [CH2:1]([N:8]1[CH2:11][C:10]([CH2:18]CS([O-])(=O)=O)([CH2:12]CS([O-])(=O)=O)[CH2:9]1)[C:2]1[CH:7]=[CH:6][CH:5]=[CH:4][CH:3]=1.[NH2:24][C:25]1[NH:29][N:28]=[C:27]([C:30]2[CH:35]=[CH:34][C:33]([O:36][C:37]3[CH:42]=[CH:41][CH:40]=[CH:39][CH:38]=3)=[CH:32][CH:31]=2)[C:26]=1[C:43]#[N:44].C([O-])([O-])=O.[K+].[K+]. Product: [CH2:1]([N:8]1[CH2:9][C:10]2([CH2:12][N:29]3[N:28]=[C:27]([C:30]4[CH:35]=[CH:34][C:33]([O:36][C:37]5[CH:38]=[CH:39][CH:40]=[CH:41][CH:42]=5)=[CH:32][CH:31]=4)[C:26]([C:43]#[N:44])=[C:25]3[NH:24][CH2:18]2)[CH2:11]1)[C:2]1[CH:3]=[CH:4][CH:5]=[CH:6][CH:7]=1. The catalyst class is: 3. (8) Reactant: [S:1]1[CH:5]=[CH:4][CH:3]=[CH:2]1.C([Li])CCC.[CH2:11](Br)[CH2:12][CH2:13][CH2:14][CH2:15][CH2:16][CH2:17][CH2:18][CH2:19][CH2:20][CH2:21][CH2:22][CH2:23][CH2:24][CH2:25][CH3:26].O. Product: [CH2:26]([C:2]1[S:1][CH:5]=[CH:4][CH:3]=1)[CH2:25][CH2:24][CH2:23][CH2:22][CH2:21][CH2:20][CH2:19][CH2:18][CH2:17][CH2:16][CH2:15][CH2:14][CH2:13][CH2:12][CH3:11]. The catalyst class is: 217. (9) Reactant: [Br:1][C:2]1[N:7]=[C:6]([C:8]([OH:10])=O)[CH:5]=[CH:4][CH:3]=1.[CH:11]1([NH2:17])[CH2:16][CH2:15][CH2:14][CH2:13][CH2:12]1.C(N(CC)C(C)C)(C)C.CN(C(ON1N=NC2C=CC=CC1=2)=[N+](C)C)C.F[P-](F)(F)(F)(F)F. Product: [Br:1][C:2]1[N:7]=[C:6]([C:8]([NH:17][CH:11]2[CH2:16][CH2:15][CH2:14][CH2:13][CH2:12]2)=[O:10])[CH:5]=[CH:4][CH:3]=1. The catalyst class is: 10. (10) Reactant: [C:1]1([CH3:12])[CH:6]=[CH:5][C:4]([S:7]([NH:10][NH2:11])(=[O:9])=[O:8])=[CH:3][CH:2]=1.Cl.[N:14]1[CH:19]=[CH:18][CH:17]=[C:16]([CH:20]=O)[CH:15]=1. Product: [CH3:12][C:1]1[CH:2]=[CH:3][C:4]([S:7]([NH:10][N:11]=[CH:20][C:16]2[CH:15]=[N:14][CH:19]=[CH:18][CH:17]=2)(=[O:8])=[O:9])=[CH:5][CH:6]=1. The catalyst class is: 8.